This data is from Catalyst prediction with 721,799 reactions and 888 catalyst types from USPTO. The task is: Predict which catalyst facilitates the given reaction. (1) Reactant: [CH3:1][O:2][CH:3]1[CH2:8][CH2:7][N:6]([C:9]2[N:14]=[C:13]([NH2:15])[CH:12]=[CH:11][N:10]=2)[CH2:5][CH2:4]1.Cl[C:17]1[N:22]=[CH:21][C:20]2[N:23]=[C:24]([C:29]([F:32])([F:31])[F:30])[N:25]([CH:26]([CH3:28])[CH3:27])[C:19]=2[CH:18]=1.C1(P(C2CCCCC2)C2C=CC=CC=2C2C(C(C)C)=CC(C(C)C)=CC=2C(C)C)CCCCC1.C(=O)([O-])[O-].[Cs+].[Cs+]. Product: [CH:26]([N:25]1[C:19]2[CH:18]=[C:17]([NH:15][C:13]3[CH:12]=[CH:11][N:10]=[C:9]([N:6]4[CH2:5][CH2:4][CH:3]([O:2][CH3:1])[CH2:8][CH2:7]4)[N:14]=3)[N:22]=[CH:21][C:20]=2[N:23]=[C:24]1[C:29]([F:31])([F:32])[F:30])([CH3:28])[CH3:27]. The catalyst class is: 684. (2) Reactant: [F:1][C:2]1[CH:7]=[CH:6][C:5]([C:8](=O)[CH2:9][C:10]2[CH:15]=[CH:14][N:13]=[CH:12][N:11]=2)=[CH:4][CH:3]=1.[I-].[NH2:18][N+:19]1[CH:24]=[CH:23][CH:22]=[CH:21][CH:20]=1.C(=O)([O-])[O-].[K+].[K+]. Product: [F:1][C:2]1[CH:7]=[CH:6][C:5]([C:8]2[C:9]([C:10]3[CH:15]=[CH:14][N:13]=[CH:12][N:11]=3)=[C:20]3[CH:21]=[CH:22][CH:23]=[CH:24][N:19]3[N:18]=2)=[CH:4][CH:3]=1. The catalyst class is: 657. (3) The catalyst class is: 3. Reactant: [N:1]1([C:6]2[CH:14]=[CH:13][C:9]([C:10]([OH:12])=O)=[CH:8][CH:7]=2)[CH:5]=[CH:4][CH:3]=[CH:2]1.CN(C(ON1N=NC2C=CC=NC1=2)=[N+](C)C)C.F[P-](F)(F)(F)(F)F.C(N(C(C)C)CC)(C)C.Cl.[CH2:49]([O:52][C@@H:53]1[CH2:58][CH2:57][CH2:56][N:55]([CH2:59][C@@H:60]2[CH2:65][CH2:64][CH2:63][CH2:62][C@H:61]2[NH2:66])[CH2:54]1)[CH:50]=[CH2:51].Cl.C(O[C@@H]1CCCN(C[C@H]2CCCC[C@@H]2N)C1)C=C. Product: [CH2:49]([O:52][C@@H:53]1[CH2:58][CH2:57][CH2:56][N:55]([CH2:59][C@H:60]2[CH2:65][CH2:64][CH2:63][CH2:62][C@@H:61]2[NH:66][C:10](=[O:12])[C:9]2[CH:8]=[CH:7][C:6]([N:1]3[CH:2]=[CH:3][CH:4]=[CH:5]3)=[CH:14][CH:13]=2)[CH2:54]1)[CH:50]=[CH2:51]. (4) Reactant: C(N(S(F)(F)[F:7])CC)C.O[C@H:11]1[CH2:16][C:15]([CH3:18])([CH3:17])[C@H:14]([N:19]([CH3:32])[C:20]2[CH:27]=[CH:26][C:23]([C:24]#[N:25])=[C:22]([C:28]([F:31])([F:30])[F:29])[CH:21]=2)[CH:13]=[C:12]1[N:33]1[CH:37]=[CH:36][N:35]=[CH:34]1. Product: [F:7][CH:11]1[CH2:16][C:15]([CH3:18])([CH3:17])[CH:14]([N:19]([CH3:32])[C:20]2[CH:27]=[CH:26][C:23]([C:24]#[N:25])=[C:22]([C:28]([F:31])([F:30])[F:29])[CH:21]=2)[CH:13]=[C:12]1[N:33]1[CH:37]=[CH:36][N:35]=[CH:34]1. The catalyst class is: 2.